Dataset: Full USPTO retrosynthesis dataset with 1.9M reactions from patents (1976-2016). Task: Predict the reactants needed to synthesize the given product. (1) Given the product [CH3:3][N:2]([CH3:1])[CH2:4][CH:5]([C:14]1([OH:20])[CH2:15][CH2:16][CH2:17][CH2:18][CH2:19]1)[C:6]1[CH:11]=[CH:10][C:9]([OH:12])=[CH:8][CH:7]=1, predict the reactants needed to synthesize it. The reactants are: [CH3:1][N:2]([CH2:4][CH:5]([C:14]1([OH:20])[CH2:19][CH2:18][CH2:17][CH2:16][CH2:15]1)[C:6]1[CH:7]=[CH:8][C:9]([O:12]C)=[CH:10][CH:11]=1)[CH3:3].OC1C=C2C(NC=C2CCN)=CC=1.C1C([C@@H](O)CN)=CC(O)=C(O)C=1. (2) Given the product [CH3:1][O:2][C:3]1[CH:4]=[CH:5][C:6]([CH2:7][N:8]2[C:12]3[N:13]=[CH:14][C:15]4[CH2:16][CH:17]([C:21]([OH:23])=[O:22])[CH2:18][CH2:19][C:20]=4[C:11]=3[CH:10]=[N:9]2)=[CH:26][CH:27]=1, predict the reactants needed to synthesize it. The reactants are: [CH3:1][O:2][C:3]1[CH:27]=[CH:26][C:6]([CH2:7][N:8]2[C:12]3[N:13]=[CH:14][C:15]4[CH2:16][CH:17]([C:21]([O:23]CC)=[O:22])[CH2:18][CH2:19][C:20]=4[C:11]=3[CH:10]=[N:9]2)=[CH:5][CH:4]=1.[OH-].[Li+]. (3) Given the product [Cl:1][C:2]1[CH:3]=[C:4]2[C:13](=[CH:14][CH:15]=1)[C:12]([NH:26][CH:23]1[CH2:24][CH2:25][N:20]([CH2:18][CH3:19])[CH2:21][CH2:22]1)=[C:11]1[C:6]([CH:7]=[CH:8][C:9]([F:17])=[CH:10]1)=[N:5]2, predict the reactants needed to synthesize it. The reactants are: [Cl:1][C:2]1[CH:3]=[C:4]2[C:13](=[CH:14][CH:15]=1)[C:12](Cl)=[C:11]1[C:6]([CH:7]=[CH:8][C:9]([F:17])=[CH:10]1)=[N:5]2.[CH2:18]([N:20]1[CH2:25][CH2:24][CH:23]([NH2:26])[CH2:22][CH2:21]1)[CH3:19]. (4) Given the product [Cl:19][C:20]1[C:28]2[NH:27][N:26]=[CH:25][C:24]=2[C:23]2[CH2:29][N:30]([CH2:55][C:56]([CH3:59])([CH3:58])[CH3:57])[C:31](=[O:54])[C@H:32]([CH2:34][C:35](=[O:53])[N:1]3[CH2:2][CH2:3][CH:4]([N:7]4[CH:11]=[C:10]([C:12]5[CH:17]=[CH:16][CH:15]=[CH:14][N:13]=5)[NH:9][C:8]4=[O:18])[CH2:5][CH2:6]3)[CH2:33][C:22]=2[CH:21]=1, predict the reactants needed to synthesize it. The reactants are: [NH:1]1[CH2:6][CH2:5][CH:4]([N:7]2[CH:11]=[C:10]([C:12]3[CH:17]=[CH:16][CH:15]=[CH:14][N:13]=3)[NH:9][C:8]2=[O:18])[CH2:3][CH2:2]1.[Cl:19][C:20]1[C:28]2[NH:27][N:26]=[CH:25][C:24]=2[C:23]2[CH2:29][N:30]([CH2:55][C:56]([CH3:59])([CH3:58])[CH3:57])[C:31](=[O:54])[C@H:32]([CH2:34][C:35](=[O:53])N3CCC(N4CC5C(=CC=CC=5)NC4=O)CC3)[CH2:33][C:22]=2[CH:21]=1. (5) Given the product [OH:19][C@@H:3]1[C@@H:2]([NH:1][C:20](=[O:26])[O:21][C:22]([CH3:25])([CH3:24])[CH3:23])[C:7]2[CH:8]=[C:9]([O:15][CH3:16])[C:10]([N+:12]([O-:14])=[O:13])=[CH:11][C:6]=2[O:5][C:4]1([CH3:17])[CH3:18], predict the reactants needed to synthesize it. The reactants are: [NH2:1][C@H:2]1[C:7]2[CH:8]=[C:9]([O:15][CH3:16])[C:10]([N+:12]([O-:14])=[O:13])=[CH:11][C:6]=2[O:5][C:4]([CH3:18])([CH3:17])[C@@H:3]1[OH:19].[C:20](=O)([O:26]C(C)(C)C)[O:21][C:22]([CH3:25])([CH3:24])[CH3:23].C(N(CC)CC)C.C(=O)([O-])[O-].[Na+].[Na+]. (6) Given the product [F:50][C:49]([F:52])([F:51])[S:46]([O:20][CH2:19][C@H:18]([O:17][CH2:1][CH2:2][CH2:3][CH2:4][CH2:5][CH2:6][CH2:7][CH2:8][CH2:9][CH2:10][CH2:11][CH2:12][CH2:13][CH2:14][CH2:15][CH3:16])[CH2:21][O:22][CH2:23][CH2:24][CH2:25][CH2:26][CH2:27][CH2:28][CH2:29][CH2:30][CH2:31][CH2:32][CH2:33][CH2:34][CH2:35][CH2:36][CH2:37][CH3:38])(=[O:47])=[O:45], predict the reactants needed to synthesize it. The reactants are: [CH2:1]([O:17][C@H:18]([CH2:21][O:22][CH2:23][CH2:24][CH2:25][CH2:26][CH2:27][CH2:28][CH2:29][CH2:30][CH2:31][CH2:32][CH2:33][CH2:34][CH2:35][CH2:36][CH2:37][CH3:38])[CH2:19][OH:20])[CH2:2][CH2:3][CH2:4][CH2:5][CH2:6][CH2:7][CH2:8][CH2:9][CH2:10][CH2:11][CH2:12][CH2:13][CH2:14][CH2:15][CH3:16].N1C=CC=CC=1.[O:45](S(C(F)(F)F)(=O)=O)[S:46]([C:49]([F:52])([F:51])[F:50])(=O)=[O:47].